Dataset: NCI-60 drug combinations with 297,098 pairs across 59 cell lines. Task: Regression. Given two drug SMILES strings and cell line genomic features, predict the synergy score measuring deviation from expected non-interaction effect. (1) Drug 2: COC1=NC(=NC2=C1N=CN2C3C(C(C(O3)CO)O)O)N. Synergy scores: CSS=-12.8, Synergy_ZIP=4.79, Synergy_Bliss=-3.06, Synergy_Loewe=-14.8, Synergy_HSA=-15.6. Drug 1: CC(C)(C#N)C1=CC(=CC(=C1)CN2C=NC=N2)C(C)(C)C#N. Cell line: K-562. (2) Drug 1: C1CC(=O)NC(=O)C1N2CC3=C(C2=O)C=CC=C3N. Drug 2: C(CC(=O)O)C(=O)CN.Cl. Synergy scores: CSS=33.5, Synergy_ZIP=-9.13, Synergy_Bliss=-2.16, Synergy_Loewe=5.96, Synergy_HSA=6.52. Cell line: RPMI-8226. (3) Drug 2: CC1C(C(CC(O1)OC2CC(CC3=C2C(=C4C(=C3O)C(=O)C5=CC=CC=C5C4=O)O)(C(=O)C)O)N)O. Synergy scores: CSS=54.4, Synergy_ZIP=-1.52, Synergy_Bliss=-2.08, Synergy_Loewe=3.01, Synergy_HSA=4.51. Drug 1: CC1C(C(CC(O1)OC2CC(CC3=C2C(=C4C(=C3O)C(=O)C5=C(C4=O)C(=CC=C5)OC)O)(C(=O)C)O)N)O.Cl. Cell line: SR. (4) Drug 1: COC1=CC(=CC(=C1O)OC)C2C3C(COC3=O)C(C4=CC5=C(C=C24)OCO5)OC6C(C(C7C(O6)COC(O7)C8=CC=CS8)O)O. Drug 2: C1=CC(=CC=C1CCCC(=O)O)N(CCCl)CCCl. Cell line: DU-145. Synergy scores: CSS=46.1, Synergy_ZIP=-9.22, Synergy_Bliss=-9.02, Synergy_Loewe=-16.9, Synergy_HSA=-5.84. (5) Drug 1: CC1=C(C=C(C=C1)NC2=NC=CC(=N2)N(C)C3=CC4=NN(C(=C4C=C3)C)C)S(=O)(=O)N.Cl. Drug 2: CN(CC1=CN=C2C(=N1)C(=NC(=N2)N)N)C3=CC=C(C=C3)C(=O)NC(CCC(=O)O)C(=O)O. Cell line: ACHN. Synergy scores: CSS=42.2, Synergy_ZIP=-3.61, Synergy_Bliss=-4.29, Synergy_Loewe=-1.77, Synergy_HSA=-1.56. (6) Drug 1: CC1=C(C=C(C=C1)NC2=NC=CC(=N2)N(C)C3=CC4=NN(C(=C4C=C3)C)C)S(=O)(=O)N.Cl. Drug 2: C1CCN(CC1)CCOC2=CC=C(C=C2)C(=O)C3=C(SC4=C3C=CC(=C4)O)C5=CC=C(C=C5)O. Cell line: NCI-H322M. Synergy scores: CSS=-0.741, Synergy_ZIP=2.10, Synergy_Bliss=0.246, Synergy_Loewe=-1.24, Synergy_HSA=-1.73.